This data is from Full USPTO retrosynthesis dataset with 1.9M reactions from patents (1976-2016). The task is: Predict the reactants needed to synthesize the given product. (1) The reactants are: [C:1]([C:3]1[CH:32]=[CH:31][C:6]([CH2:7][N:8]([CH:21]2[C:30]3N=[CH:28][CH:27]=[CH:26][C:25]=3[CH2:24][CH2:23][CH2:22]2)S(C2C=CC=CC=2[N+]([O-])=O)(=O)=O)=[C:5]([CH2:33][OH:34])[CH:4]=1)#[N:2].[C:35]([O-])([O-])=O.[K+].[K+].C1(S)C=CC=CC=1.N#N. Given the product [OH:34][CH2:33][C:5]1[CH:4]=[C:3]([CH:32]=[CH:31][C:6]=1[CH2:7][NH:8][CH:21]1[C:30]2[C:25](=[CH:26][CH:27]=[CH:28][CH:35]=2)[CH2:24][CH2:23][CH2:22]1)[C:1]#[N:2], predict the reactants needed to synthesize it. (2) Given the product [Br:1][C:2]1[C:6](=[O:7])[CH2:5][CH2:4][C:3]=1[O:8][CH3:9], predict the reactants needed to synthesize it. The reactants are: [Br:1][C:2]1[C:3](=[O:8])[CH2:4][CH2:5][C:6]=1[OH:7].[CH:9](OC)(OC)OC. (3) Given the product [Cl:29][C:24]1[CH:23]=[C:22]([CH:20]2[CH2:21][CH:19]2[C:17]([OH:18])=[O:16])[CH:27]=[CH:26][C:25]=1[O:28][CH2:2][C:3]1[C:4]([S:9][CH2:10][CH:11]2[CH2:13][CH2:12]2)=[N:5][CH:6]=[CH:7][CH:8]=1, predict the reactants needed to synthesize it. The reactants are: Cl[CH2:2][C:3]1[C:4]([S:9][CH2:10][CH:11]2[CH2:13][CH2:12]2)=[N:5][CH:6]=[CH:7][CH:8]=1.C([O:16][C:17]([CH:19]1[CH2:21][CH:20]1[C:22]1[CH:27]=[CH:26][C:25]([OH:28])=[C:24]([Cl:29])[CH:23]=1)=[O:18])C. (4) Given the product [F:1][C:2]1[CH:3]=[C:4]2[C:5]([C:15](=[O:16])[CH:10]=[CH:9][NH:8]2)=[N:6][CH:7]=1, predict the reactants needed to synthesize it. The reactants are: [F:1][C:2]1[CH:3]=[C:4]([NH:8][CH:9]=[C:10]2[C:15](=[O:16])OC(C)(C)OC2=O)[CH:5]=[N:6][CH:7]=1.C1(OC2C=CC=CC=2)C=CC=CC=1. (5) Given the product [Cl:32][C:33]1[CH:47]=[CH:46][C:36]([O:37][C:38]2[CH:39]=[C:40]([CH2:41][NH:42][C:4](=[O:6])[C:3]3[CH:7]=[CH:8][CH:9]=[N:10][C:2]=3[NH2:1])[CH:43]=[CH:44][CH:45]=2)=[CH:35][CH:34]=1, predict the reactants needed to synthesize it. The reactants are: [NH2:1][C:2]1[N:10]=[CH:9][CH:8]=[CH:7][C:3]=1[C:4]([OH:6])=O.ON1C2C=CC=CC=2N=N1.CCN=C=NCCCN(C)C.[Cl:32][C:33]1[CH:47]=[CH:46][C:36]([O:37][C:38]2[CH:39]=[C:40]([CH:43]=[CH:44][CH:45]=2)[CH2:41][NH2:42])=[CH:35][CH:34]=1.C(=O)(O)[O-].[Na+]. (6) Given the product [CH2:10]([NH:17][C:2]1[N:9]=[CH:8][CH:7]=[CH:6][C:3]=1[C:4]#[N:5])[C:11]1[CH:16]=[CH:15][CH:14]=[CH:13][CH:12]=1, predict the reactants needed to synthesize it. The reactants are: F[C:2]1[N:9]=[CH:8][CH:7]=[CH:6][C:3]=1[C:4]#[N:5].[CH2:10]([NH2:17])[C:11]1[CH:16]=[CH:15][CH:14]=[CH:13][CH:12]=1.